The task is: Predict the reaction yield, written as a fraction of the theoretical maximum amount of product (1.0 means a 100% yield; for example, 0.34 means a 34% yield).. This data is from Reaction yield outcomes from USPTO patents with 853,638 reactions. The reactants are F[C:2]1[C:7]([F:8])=[CH:6][N:5]=[C:4]2[NH:9][CH:10]=[C:11]([NH:12][C:13](=[O:20])[C:14]3[CH:19]=[CH:18][CH:17]=[N:16][CH:15]=3)[C:3]=12.[NH:21]1[CH2:26][CH2:25][CH2:24][C@@H:23]([NH:27]C(=O)OC(C)(C)C)[CH2:22]1.CCN(C(C)C)C(C)C.C(O)(C(F)(F)F)=O.C(Cl)[Cl:52]. The catalyst is CCCCO. The product is [ClH:52].[NH2:27][C@@H:23]1[CH2:24][CH2:25][CH2:26][N:21]([C:2]2[C:7]([F:8])=[CH:6][N:5]=[C:4]3[NH:9][CH:10]=[C:11]([NH:12][C:13](=[O:20])[C:14]4[CH:19]=[CH:18][CH:17]=[N:16][CH:15]=4)[C:3]=23)[CH2:22]1. The yield is 0.660.